Dataset: Peptide-MHC class II binding affinity with 134,281 pairs from IEDB. Task: Regression. Given a peptide amino acid sequence and an MHC pseudo amino acid sequence, predict their binding affinity value. This is MHC class II binding data. The peptide sequence is QVPSASMGRDIKVQF. The MHC is HLA-DPA10201-DPB11401 with pseudo-sequence HLA-DPA10201-DPB11401. The binding affinity (normalized) is 0.104.